Dataset: Peptide-MHC class I binding affinity with 185,985 pairs from IEDB/IMGT. Task: Regression. Given a peptide amino acid sequence and an MHC pseudo amino acid sequence, predict their binding affinity value. This is MHC class I binding data. The peptide sequence is ILKANFSVI. The MHC is H-2-Db with pseudo-sequence H-2-Db. The binding affinity (normalized) is 0.421.